Dataset: Ames mutagenicity test results for genotoxicity prediction. Task: Regression/Classification. Given a drug SMILES string, predict its toxicity properties. Task type varies by dataset: regression for continuous values (e.g., LD50, hERG inhibition percentage) or binary classification for toxic/non-toxic outcomes (e.g., AMES mutagenicity, cardiotoxicity, hepatotoxicity). Dataset: ames. The drug is O=C1c2cccc(O)c2C(=O)c2c(OC3OC(CO)C(O)C(O)C3O)cccc21. The result is 1 (mutagenic).